The task is: Predict the product of the given reaction.. This data is from Forward reaction prediction with 1.9M reactions from USPTO patents (1976-2016). (1) Given the reactants C(N(CC)CC)C.Cl.[NH2:9][CH:10]([C:24]1[C:28](=[O:29])[CH2:27][CH2:26][C:25]=1[NH:30][C:31]1[CH:36]=[CH:35][CH:34]=[C:33]([C:37]([F:40])([F:39])[F:38])[CH:32]=1)[C:11]1[CH:18]=[CH:17][C:14]([C:15]#[N:16])=[CH:13][C:12]=1[S:19]([CH2:22][CH3:23])(=[O:21])=[O:20].[C:41](N1C=CN=C1)(N1C=CN=C1)=[O:42], predict the reaction product. The product is: [O:42]=[C:41]1[N:30]([C:31]2[CH:36]=[CH:35][CH:34]=[C:33]([C:37]([F:40])([F:38])[F:39])[CH:32]=2)[C:25]2[CH2:26][CH2:27][C:28](=[O:29])[C:24]=2[CH:10]([C:11]2[CH:18]=[CH:17][C:14]([C:15]#[N:16])=[CH:13][C:12]=2[S:19]([CH2:22][CH3:23])(=[O:21])=[O:20])[NH:9]1. (2) Given the reactants C(OC(=O)[NH:7][C@@H:8]1[CH2:13][CH2:12][CH2:11][N:10]([C:14]2[CH:19]=[CH:18][C:17]([NH:20][C:21]3[C:30]4[C:25](=[CH:26][CH:27]=[C:28]([C:31]5[CH:36]=[C:35]([F:37])[C:34]([OH:38])=[C:33]([Cl:39])[CH:32]=5)[N:29]=4)[N:24]=[CH:23][C:22]=3[C:40](=[O:44])[CH:41]([CH3:43])[CH3:42])=[CH:16][N:15]=2)[CH2:9]1)(C)(C)C.C(O)(C(F)(F)F)=O, predict the reaction product. The product is: [ClH:39].[ClH:39].[ClH:39].[NH2:7][C@@H:8]1[CH2:13][CH2:12][CH2:11][N:10]([C:14]2[N:15]=[CH:16][C:17]([NH:20][C:21]3[C:30]4[C:25](=[CH:26][CH:27]=[C:28]([C:31]5[CH:36]=[C:35]([F:37])[C:34]([OH:38])=[C:33]([Cl:39])[CH:32]=5)[N:29]=4)[N:24]=[CH:23][C:22]=3[C:40](=[O:44])[CH:41]([CH3:42])[CH3:43])=[CH:18][CH:19]=2)[CH2:9]1. (3) Given the reactants [F:1][C:2]([F:35])([F:34])[C:3]1[CH:4]=[C:5]([CH:27]=[C:28]([C:30]([F:33])([F:32])[F:31])[CH:29]=1)[CH2:6][N:7]1[C:13](=[O:14])[C:12]2[C:15]([C:20]3[CH:25]=[CH:24][CH:23]=[CH:22][C:21]=3[CH3:26])=[CH:16][C:17](Cl)=[N:18][C:11]=2[O:10][CH2:9][CH2:8]1.[C:36]([N:39]1[CH2:44][CH2:43][NH:42][CH2:41][CH2:40]1)(=[O:38])[CH3:37], predict the reaction product. The product is: [C:36]([N:39]1[CH2:44][CH2:43][N:42]([C:17]2[CH:16]=[C:15]([C:20]3[CH:25]=[CH:24][CH:23]=[CH:22][C:21]=3[CH3:26])[C:12]3[C:13](=[O:14])[N:7]([CH2:6][C:5]4[CH:27]=[C:28]([C:30]([F:33])([F:32])[F:31])[CH:29]=[C:3]([C:2]([F:1])([F:35])[F:34])[CH:4]=4)[CH2:8][CH2:9][O:10][C:11]=3[N:18]=2)[CH2:41][CH2:40]1)(=[O:38])[CH3:37]. (4) Given the reactants [Cl:1][C:2]1[CH:3]=[N+:4]([O-:48])[CH:5]=[C:6]([Cl:47])[C:7]=1[CH2:8][C@@H:9]([C:32]1[CH:37]=[CH:36][C:35]([O:38][CH:39]([F:41])[F:40])=[C:34]([O:42][CH2:43][CH:44]2[CH2:46][CH2:45]2)[CH:33]=1)[O:10][C:11]([CH:13]1[N:17]([S:18]([C:21]2[CH:26]=[CH:25][C:24]([NH:27][S:28]([CH3:31])(=[O:30])=[O:29])=[CH:23][CH:22]=2)(=[O:20])=[O:19])[CH2:16][CH2:15][S:14]1)=[O:12].Cl[CH2:50][CH2:51][N:52]1[CH2:57][CH2:56][O:55][CH2:54][CH2:53]1.[C:58]([O-])([O-:60])=[O:59].[K+].[K+], predict the reaction product. The product is: [CH:11]([OH:12])=[O:10].[Cl:47][C:6]1[CH:5]=[N+:4]([O-:48])[CH:3]=[C:2]([Cl:1])[C:7]=1[CH2:8][C@@H:9]([C:32]1[CH:37]=[CH:36][C:35]([O:38][CH:39]([F:41])[F:40])=[C:34]([O:42][CH2:43][CH:44]2[CH2:45][CH2:46]2)[CH:33]=1)[O:10][C:11]([CH:13]1[N:17]([S:18]([C:21]2[CH:26]=[CH:25][C:24]([N:27]([CH2:50][CH2:51][N:52]3[CH2:57][CH2:56][O:55][CH2:54][CH2:53]3)[S:28]([CH3:31])(=[O:29])=[O:30])=[CH:23][CH:22]=2)(=[O:19])=[O:20])[CH2:16][CH2:15][S:14]1)=[O:12].[CH:58]([O-:60])=[O:59]. (5) Given the reactants N([O-])=O.[Na+].N[C:6]1[C:7]([Cl:15])=[C:8]([C:11]([Cl:14])=[CH:12][N:13]=1)[C:9]#[N:10].[F:16][B-](F)(F)F.[H+], predict the reaction product. The product is: [Cl:15][C:7]1[C:6]([F:16])=[N:13][CH:12]=[C:11]([Cl:14])[C:8]=1[C:9]#[N:10]. (6) Given the reactants Cl.[CH3:2][O:3][C:4](=[O:14])[CH2:5][C:6]1[CH:11]=[CH:10][CH:9]=[C:8]([CH2:12][NH2:13])[CH:7]=1.C(NC(C)C)(C)C.[N:22]1[CH:27]=[CH:26][CH:25]=[C:24]([S:28](Cl)(=[O:30])=[O:29])[CH:23]=1.Cl, predict the reaction product. The product is: [CH3:2][O:3][C:4](=[O:14])[CH2:5][C:6]1[CH:11]=[CH:10][CH:9]=[C:8]([CH2:12][NH:13][S:28]([C:24]2[CH:23]=[N:22][CH:27]=[CH:26][CH:25]=2)(=[O:30])=[O:29])[CH:7]=1.